From a dataset of Reaction yield outcomes from USPTO patents with 853,638 reactions. Predict the reaction yield, written as a fraction of the theoretical maximum amount of product (1.0 means a 100% yield; for example, 0.34 means a 34% yield). (1) The reactants are [CH3:1][C:2]1[NH:6][C:5]2[C:7]([C:17]([O:19]C)=[O:18])=[CH:8][C:9]([N:11]3[CH2:16][CH2:15][O:14][CH2:13][CH2:12]3)=[CH:10][C:4]=2[N:3]=1.Br[CH:22]([C:24]1[CH:29]=[CH:28][CH:27]=[C:26]([Cl:30])[CH:25]=1)[CH3:23].C(=O)([O-])[O-].[K+].[K+].[OH-].[Li+]. The catalyst is CN(C)C=O.O1CCCC1.O. The product is [Cl:30][C:26]1[CH:25]=[C:24]([CH:22]([N:3]2[C:4]3[CH:10]=[C:9]([N:11]4[CH2:16][CH2:15][O:14][CH2:13][CH2:12]4)[CH:8]=[C:7]([C:17]([OH:19])=[O:18])[C:5]=3[N:6]=[C:2]2[CH3:1])[CH3:23])[CH:29]=[CH:28][CH:27]=1. The yield is 0.243. (2) The reactants are [CH3:1][N:2]1[C:6]([C:7]2[CH:8]=[C:9]([C:13]([O:15]C)=[O:14])[S:10][C:11]=2[CH3:12])=[C:5]([CH3:17])[CH:4]=[N:3]1.[OH-].[Na+]. The yield is 0.960. The catalyst is O1CCCC1. The product is [CH3:1][N:2]1[C:6]([C:7]2[CH:8]=[C:9]([C:13]([OH:15])=[O:14])[S:10][C:11]=2[CH3:12])=[C:5]([CH3:17])[CH:4]=[N:3]1. (3) The reactants are [ClH:1].C(OC(=O)[NH:8][CH2:9][C:10]1[CH:15]=[C:14]([Br:16])[CH:13]=[CH:12][C:11]=1[S:17]([CH2:20][CH3:21])(=[O:19])=[O:18])(C)(C)C. The catalyst is C(OCC)(=O)C. The product is [ClH:1].[Br:16][C:14]1[CH:13]=[CH:12][C:11]([S:17]([CH2:20][CH3:21])(=[O:19])=[O:18])=[C:10]([CH2:9][NH2:8])[CH:15]=1. The yield is 0.870. (4) The reactants are [CH:1]([Si:4]([CH:20]([CH3:22])[CH3:21])([CH:17]([CH3:19])[CH3:18])[O:5][C:6]1[CH:11]=[CH:10][C:9]([N+:12]([O-])=O)=[CH:8][C:7]=1[O:15][CH3:16])([CH3:3])[CH3:2].[H][H]. The catalyst is CCO.[Pd]. The product is [CH3:16][O:15][C:7]1[CH:8]=[C:9]([NH2:12])[CH:10]=[CH:11][C:6]=1[O:5][Si:4]([CH:17]([CH3:19])[CH3:18])([CH:20]([CH3:22])[CH3:21])[CH:1]([CH3:3])[CH3:2]. The yield is 0.776. (5) The reactants are [S:1]1[CH:5]=[CH:4][CH:3]=[C:2]1[C:6]1[O:10][N:9]=[C:8]([N:11]2[CH2:16][CH2:15][N:14](C(OC(C)(C)C)=O)[CH2:13][CH2:12]2)[N:7]=1.[ClH:24]. The catalyst is CCOCC. The product is [ClH:24].[ClH:24].[S:1]1[CH:5]=[CH:4][CH:3]=[C:2]1[C:6]1[O:10][N:9]=[C:8]([N:11]2[CH2:12][CH2:13][NH:14][CH2:15][CH2:16]2)[N:7]=1. The yield is 0.780. (6) The reactants are [CH3:1][O:2][C:3](=[O:26])[CH2:4][CH2:5][S:6][CH2:7][C:8]1[CH:13]=[CH:12][C:11]([C:14]2[O:18][N:17]=[CH:16][C:15]=2[C:19]([O:21]C(C)(C)C)=[O:20])=[CH:10][CH:9]=1.Cl. The catalyst is O1CCOCC1. The product is [CH3:1][O:2][C:3](=[O:26])[CH2:4][CH2:5][S:6][CH2:7][C:8]1[CH:13]=[CH:12][C:11]([C:14]2[O:18][N:17]=[CH:16][C:15]=2[C:19]([OH:21])=[O:20])=[CH:10][CH:9]=1. The yield is 0.980. (7) The reactants are [CH3:1][C:2]1[C:14]2[C:13]3[C:8](=[CH:9][CH:10]=[CH:11][CH:12]=3)[C:7](=[O:15])[C:6]=2[CH:5]=[C:4]([C:16]([OH:18])=[O:17])[CH:3]=1.[C:19](=O)([O-])[O-].[K+].[K+].CN(C)C=O.CI. The catalyst is O. The product is [CH3:1][C:2]1[C:14]2[C:13]3[C:8](=[CH:9][CH:10]=[CH:11][CH:12]=3)[C:7](=[O:15])[C:6]=2[CH:5]=[C:4]([C:16]([O:18][CH3:19])=[O:17])[CH:3]=1. The yield is 0.960.